From a dataset of NCI-60 drug combinations with 297,098 pairs across 59 cell lines. Regression. Given two drug SMILES strings and cell line genomic features, predict the synergy score measuring deviation from expected non-interaction effect. Drug 1: CN1CCC(CC1)COC2=C(C=C3C(=C2)N=CN=C3NC4=C(C=C(C=C4)Br)F)OC. Drug 2: CCN(CC)CCNC(=O)C1=C(NC(=C1C)C=C2C3=C(C=CC(=C3)F)NC2=O)C. Cell line: MCF7. Synergy scores: CSS=4.54, Synergy_ZIP=-2.38, Synergy_Bliss=0.493, Synergy_Loewe=-3.16, Synergy_HSA=-0.325.